From a dataset of NCI-60 drug combinations with 297,098 pairs across 59 cell lines. Regression. Given two drug SMILES strings and cell line genomic features, predict the synergy score measuring deviation from expected non-interaction effect. (1) Drug 1: CN1CCC(CC1)COC2=C(C=C3C(=C2)N=CN=C3NC4=C(C=C(C=C4)Br)F)OC. Drug 2: C1=NC2=C(N=C(N=C2N1C3C(C(C(O3)CO)O)F)Cl)N. Cell line: SR. Synergy scores: CSS=15.3, Synergy_ZIP=7.06, Synergy_Bliss=12.8, Synergy_Loewe=7.82, Synergy_HSA=10.6. (2) Drug 1: C1CN(P(=O)(OC1)NCCCl)CCCl. Drug 2: CCC1(C2=C(COC1=O)C(=O)N3CC4=CC5=C(C=CC(=C5CN(C)C)O)N=C4C3=C2)O.Cl. Cell line: MDA-MB-435. Synergy scores: CSS=12.0, Synergy_ZIP=-6.05, Synergy_Bliss=-2.93, Synergy_Loewe=-23.4, Synergy_HSA=-2.86. (3) Drug 1: B(C(CC(C)C)NC(=O)C(CC1=CC=CC=C1)NC(=O)C2=NC=CN=C2)(O)O. Drug 2: CCC1(C2=C(COC1=O)C(=O)N3CC4=CC5=C(C=CC(=C5CN(C)C)O)N=C4C3=C2)O. Cell line: NCI-H460. Synergy scores: CSS=76.9, Synergy_ZIP=2.32, Synergy_Bliss=0.289, Synergy_Loewe=-1.22, Synergy_HSA=2.02. (4) Drug 1: C#CCC(CC1=CN=C2C(=N1)C(=NC(=N2)N)N)C3=CC=C(C=C3)C(=O)NC(CCC(=O)O)C(=O)O. Drug 2: C1CN(P(=O)(OC1)NCCCl)CCCl. Cell line: HOP-92. Synergy scores: CSS=-0.202, Synergy_ZIP=-0.241, Synergy_Bliss=-0.632, Synergy_Loewe=-0.671, Synergy_HSA=-0.780. (5) Drug 1: CC1=C(C(=CC=C1)Cl)NC(=O)C2=CN=C(S2)NC3=CC(=NC(=N3)C)N4CCN(CC4)CCO. Drug 2: C1C(C(OC1N2C=NC3=C2NC=NCC3O)CO)O. Cell line: MALME-3M. Synergy scores: CSS=0.609, Synergy_ZIP=0.724, Synergy_Bliss=-0.957, Synergy_Loewe=-2.65, Synergy_HSA=-2.42. (6) Drug 1: CCC1(CC2CC(C3=C(CCN(C2)C1)C4=CC=CC=C4N3)(C5=C(C=C6C(=C5)C78CCN9C7C(C=CC9)(C(C(C8N6C=O)(C(=O)OC)O)OC(=O)C)CC)OC)C(=O)OC)O.OS(=O)(=O)O. Drug 2: C1CN1C2=NC(=NC(=N2)N3CC3)N4CC4. Cell line: NCI-H322M. Synergy scores: CSS=0.381, Synergy_ZIP=3.99, Synergy_Bliss=-4.63, Synergy_Loewe=-6.72, Synergy_HSA=-4.93. (7) Drug 1: C1C(C(OC1N2C=NC3=C(N=C(N=C32)Cl)N)CO)O. Drug 2: CC1C(C(CC(O1)OC2CC(CC3=C2C(=C4C(=C3O)C(=O)C5=C(C4=O)C(=CC=C5)OC)O)(C(=O)CO)O)N)O.Cl. Cell line: NCI-H522. Synergy scores: CSS=39.0, Synergy_ZIP=-2.91, Synergy_Bliss=0.112, Synergy_Loewe=-5.14, Synergy_HSA=2.43. (8) Drug 1: C1=CC(=C2C(=C1NCCNCCO)C(=O)C3=C(C=CC(=C3C2=O)O)O)NCCNCCO. Synergy scores: CSS=62.0, Synergy_ZIP=5.85, Synergy_Bliss=1.23, Synergy_Loewe=-0.0911, Synergy_HSA=0.929. Cell line: DU-145. Drug 2: CC1C(C(=O)NC(C(=O)N2CCCC2C(=O)N(CC(=O)N(C(C(=O)O1)C(C)C)C)C)C(C)C)NC(=O)C3=C4C(=C(C=C3)C)OC5=C(C(=O)C(=C(C5=N4)C(=O)NC6C(OC(=O)C(N(C(=O)CN(C(=O)C7CCCN7C(=O)C(NC6=O)C(C)C)C)C)C(C)C)C)N)C.